Dataset: Full USPTO retrosynthesis dataset with 1.9M reactions from patents (1976-2016). Task: Predict the reactants needed to synthesize the given product. Given the product [C:1]([O:7][CH2:8][C@H:9]([C:15]1[C:31]([CH3:32])=[CH:30][C:18]2[N:19]=[C:20]([OH:22])[S:21][C:17]=2[C:16]=1[Br:33])[O:10][C:11]([CH3:14])([CH3:13])[CH3:12])(=[O:6])[C:2]([CH3:3])([CH3:4])[CH3:5], predict the reactants needed to synthesize it. The reactants are: [C:1]([O:7][CH2:8][C@H:9]([C:15]1[C:31]([CH3:32])=[CH:30][C:18]2[N:19]=[C:20]([O:22]CC3C=CC=CC=3)[S:21][C:17]=2[C:16]=1[Br:33])[O:10][C:11]([CH3:14])([CH3:13])[CH3:12])(=[O:6])[C:2]([CH3:5])([CH3:4])[CH3:3].